From a dataset of Catalyst prediction with 721,799 reactions and 888 catalyst types from USPTO. Predict which catalyst facilitates the given reaction. (1) Reactant: [CH:1]1([CH2:4][O:5][C:6]2[CH:11]=[CH:10][C:9]([S:12]([CH2:15][CH3:16])(=[O:14])=[O:13])=[CH:8][C:7]=2[C:17]2[CH:18]=[C:19]([OH:25])[C:20](=[O:24])[N:21]([CH3:23])[CH:22]=2)[CH2:3][CH2:2]1.Cl[C:27]([F:32])([F:31])C([O-])=O.[Na+].C([O-])([O-])=O.[K+].[K+]. Product: [CH:1]1([CH2:4][O:5][C:6]2[CH:11]=[CH:10][C:9]([S:12]([CH2:15][CH3:16])(=[O:14])=[O:13])=[CH:8][C:7]=2[C:17]2[CH:18]=[C:19]([O:25][CH:27]([F:32])[F:31])[C:20](=[O:24])[N:21]([CH3:23])[CH:22]=2)[CH2:3][CH2:2]1. The catalyst class is: 12. (2) Reactant: [Cl:1][C:2]1[CH:3]=[C:4]([CH2:14][N:15]2[C:19]([CH3:20])=[CH:18][C:17]([C:21](Cl)=[O:22])=[N:16]2)[C:5]2[O:9][C:8]([CH:10]([CH3:12])[CH3:11])=[CH:7][C:6]=2[CH:13]=1.C(N(CC)CC)C.[NH2:31][N:32]1[CH2:37][CH2:36][CH2:35][CH2:34][CH2:33]1. Product: [Cl:1][C:2]1[CH:3]=[C:4]([CH2:14][N:15]2[C:19]([CH3:20])=[CH:18][C:17]([C:21]([NH:31][N:32]3[CH2:37][CH2:36][CH2:35][CH2:34][CH2:33]3)=[O:22])=[N:16]2)[C:5]2[O:9][C:8]([CH:10]([CH3:12])[CH3:11])=[CH:7][C:6]=2[CH:13]=1. The catalyst class is: 4. (3) The catalyst class is: 14. Reactant: [O:1]=[C:2]1[NH:6][C:5]2[CH:7]=[CH:8][C:9]([CH:11]([CH3:17])[C:12]([O:14]CC)=[O:13])=[CH:10][C:4]=2[O:3]1.[OH-].[Na+].O.C(O)(=O)C. Product: [O:1]=[C:2]1[NH:6][C:5]2[CH:7]=[CH:8][C:9]([CH:11]([CH3:17])[C:12]([OH:14])=[O:13])=[CH:10][C:4]=2[O:3]1. (4) The catalyst class is: 12. Reactant: Cl[C:2]1[C:7]([C:8]#[N:9])=[C:6]([NH:10][CH2:11][CH2:12][OH:13])[N:5]=[C:4]([NH:14][CH:15]2[CH2:17][CH2:16]2)[N:3]=1.[F:18][C:19]1[CH:24]=[CH:23][C:22]([CH:25]2[CH2:30][CH2:29][NH:28][CH2:27][CH2:26]2)=[CH:21][CH:20]=1.C(N(C(C)C)C(C)C)C. Product: [CH:15]1([NH:14][C:4]2[N:3]=[C:2]([N:28]3[CH2:29][CH2:30][CH:25]([C:22]4[CH:21]=[CH:20][C:19]([F:18])=[CH:24][CH:23]=4)[CH2:26][CH2:27]3)[C:7]([C:8]#[N:9])=[C:6]([NH:10][CH2:11][CH2:12][OH:13])[N:5]=2)[CH2:17][CH2:16]1.